From a dataset of Forward reaction prediction with 1.9M reactions from USPTO patents (1976-2016). Predict the product of the given reaction. (1) Given the reactants [CH2:1]([N:3]1[CH:7]=[C:6]([C:8]2[CH:13]=[CH:12][N:11]=[C:10]3[N:14]([S:25]([C:28]4[CH:33]=[CH:32][CH:31]=[CH:30][CH:29]=4)(=[O:27])=[O:26])[C:15]([C:17]4[CH:24]=[CH:23][C:20]([CH:21]=O)=[CH:19][CH:18]=4)=[CH:16][C:9]=23)[C:5]([C:34]2[CH:39]=[CH:38][C:37]([N+:40]([O-:42])=[O:41])=[CH:36][CH:35]=2)=[N:4]1)[CH3:2].[NH:43]1[CH2:47][CH2:46][CH2:45][CH2:44]1.C(O[BH-](OC(=O)C)OC(=O)C)(=O)C.[Na+], predict the reaction product. The product is: [CH2:1]([N:3]1[CH:7]=[C:6]([C:8]2[CH:13]=[CH:12][N:11]=[C:10]3[N:14]([S:25]([C:28]4[CH:29]=[CH:30][CH:31]=[CH:32][CH:33]=4)(=[O:27])=[O:26])[C:15]([C:17]4[CH:18]=[CH:19][C:20]([CH2:21][N:43]5[CH2:47][CH2:46][CH2:45][CH2:44]5)=[CH:23][CH:24]=4)=[CH:16][C:9]=23)[C:5]([C:34]2[CH:35]=[CH:36][C:37]([N+:40]([O-:42])=[O:41])=[CH:38][CH:39]=2)=[N:4]1)[CH3:2]. (2) Given the reactants [ClH:1].[F:2][C:3]1[CH:4]=[C:5]([N:9]2[C@@:13]3([CH2:18][CH2:17][N:16](CC4C=CC(O)=C(OC(C)C)C=4)[C@@H:15]([CH3:31])[CH2:14]3)[CH:12]=[CH:11][C:10]2=[O:32])[CH:6]=[CH:7][CH:8]=1.[CH3:33][C:34]1[CH:39]=[CH:38][CH:37]=[CH:36][C:35]=1[C:40]1[CH:45]=[CH:44][CH:43]=[C:42]([CH:46]=O)[CH:41]=1, predict the reaction product. The product is: [ClH:1].[F:2][C:3]1[CH:4]=[C:5]([N:9]2[C@@:13]3([CH2:18][CH2:17][N:16]([CH2:46][C:42]4[CH:41]=[C:40]([C:35]5[CH:36]=[CH:37][CH:38]=[CH:39][C:34]=5[CH3:33])[CH:45]=[CH:44][CH:43]=4)[C@@H:15]([CH3:31])[CH2:14]3)[CH2:12][CH2:11][C:10]2=[O:32])[CH:6]=[CH:7][CH:8]=1. (3) Given the reactants CCN=C=NCCCN(C)C.[Cl:12][C:13]1[CH:14]=[C:15]2[C:20](=[CH:21][CH:22]=1)[CH:19]=[C:18]([S:23]([CH2:26][CH2:27][C:28]([OH:30])=O)(=[O:25])=[O:24])[CH:17]=[CH:16]2.C1C=CC2N(O)N=NC=2C=1.[N:41]1[CH:46]=[CH:45][C:44]([N:47]2[CH2:52][CH2:51][C:50](=[N:53][NH2:54])[CH2:49][CH2:48]2)=[CH:43][CH:42]=1, predict the reaction product. The product is: [Cl:12][C:13]1[CH:14]=[C:15]2[C:20](=[CH:21][CH:22]=1)[CH:19]=[C:18]([S:23]([CH2:26][CH2:27][C:28]([NH:54][NH:53][CH:50]1[CH2:49][CH2:48][N:47]([C:44]3[CH:43]=[CH:42][N:41]=[CH:46][CH:45]=3)[CH2:52][CH2:51]1)=[O:30])(=[O:24])=[O:25])[CH:17]=[CH:16]2. (4) The product is: [CH2:13]([Si:16]([CH2:25][CH:26]=[CH2:27])([CH2:22][CH:23]=[CH2:24])[CH2:17][CH2:18][CH2:19][Si:3]([O:2][CH3:1])([CH3:5])[CH3:4])[CH:14]=[CH2:15]. Given the reactants [CH3:1][O:2][Si:3](OC)([CH3:5])[CH3:4].C(OCC)C.[CH2:13]([Si:16]([CH2:25][CH:26]=[CH2:27])([CH2:22][CH:23]=[CH2:24])[CH2:17][CH2:18][CH2:19][Mg]Br)[CH:14]=[CH2:15].Cl, predict the reaction product. (5) Given the reactants [CH2:1]([O:8][C:9]1[CH:14]=[CH:13][C:12]([C:15]2[O:16][C:17]3[CH:23]=[C:22]([O:24][CH2:25][C@@H:26]([NH:28][C:29](=[O:35])[O:30][C:31]([CH3:34])([CH3:33])[CH3:32])[CH3:27])[CH:21]=[CH:20][C:18]=3[N:19]=2)=[CH:11][C:10]=1[F:36])[C:2]1[CH:7]=CC=CC=1.C1C[O:40]CC1, predict the reaction product. The product is: [F:36][C:10]1[CH:11]=[C:12]([C:15]2[O:16][C:17]3[CH:23]=[C:22]([O:24][CH2:25][C@@H:26]([NH:28][C:29](=[O:35])[O:30][C:31]([CH3:34])([CH3:33])[CH3:32])[CH3:27])[CH:21]=[CH:20][C:18]=3[N:19]=2)[CH:13]=[CH:14][C:9]=1[O:8][CH2:1][C:2](=[O:40])[CH3:7]. (6) Given the reactants [C:1]([O:6][C:7]1[CH:12]=[CH:11][C:10](O)=[CH:9][CH:8]=1)(=O)[C:2](C)=C.[C:14]([O-:19])(=O)[C:15](C)=[CH2:16].C(O)(=O)C(C)=C.[N:26]([C:33](C)(C)C#N)=NC(C)(C)C#N, predict the reaction product. The product is: [CH3:12][CH:11]([NH:26][CH3:33])[CH2:10][C:9]1[CH:16]=[CH:15][C:14]2[O:19][CH2:2][CH2:1][O:6][C:7]=2[CH:8]=1. (7) Given the reactants [NH:1]1[C:5]2[CH:6]=[CH:7][CH:8]=[CH:9][C:4]=2[N:3]=[C:2]1[CH2:10][C:11]([OH:13])=O.C(N(CC)CC)C.[CH:21]([C:24]1[CH:25]=[CH:26][C:27]([CH3:31])=[C:28]([CH:30]=1)[NH2:29])([CH3:23])[CH3:22], predict the reaction product. The product is: [NH:3]1[C:4]2[CH:9]=[CH:8][CH:7]=[CH:6][C:5]=2[N:1]=[C:2]1[CH2:10][C:11]([NH:29][C:28]1[CH:30]=[C:24]([CH:21]([CH3:22])[CH3:23])[CH:25]=[CH:26][C:27]=1[CH3:31])=[O:13]. (8) The product is: [CH3:16][NH:15][C@@H:9]([C@H:10]([OH:14])[CH2:11][S:12][CH3:13])[CH2:8][OH:7]. Given the reactants [H-].[Al+3].[Li+].[H-].[H-].[H-].[OH:7][CH2:8][C@@H:9]([NH:15][C:16](=O)OC(C)(C)C)[C@H:10]([OH:14])[CH2:11][S:12][CH3:13], predict the reaction product.